From a dataset of Forward reaction prediction with 1.9M reactions from USPTO patents (1976-2016). Predict the product of the given reaction. (1) Given the reactants [NH2:1][C:2]1[C:11]([Cl:12])=[CH:10][CH:9]=[C:8]2[C:3]=1[CH:4]=[CH:5][C:6]([N:13]1[CH2:18][CH2:17][N:16](C(OC(C)(C)C)=O)[CH2:15][CH2:14]1)=[N:7]2.[Cl:26][C:27]1[CH:32]=[C:31]([Cl:33])[CH:30]=[CH:29][C:28]=1[CH2:34][CH2:35][C:36](O)=[O:37], predict the reaction product. The product is: [ClH:12].[ClH:26].[Cl:26][C:27]1[CH:32]=[C:31]([Cl:33])[CH:30]=[CH:29][C:28]=1[CH2:34][CH2:35][C:36]([NH:1][C:2]1[C:11]([Cl:12])=[CH:10][CH:9]=[C:8]2[C:3]=1[CH:4]=[CH:5][C:6]([N:13]1[CH2:14][CH2:15][NH:16][CH2:17][CH2:18]1)=[N:7]2)=[O:37]. (2) Given the reactants [C:1]([C:4]1[CH:5]=[C:6]([CH:11]=[C:12]([C:14](=[O:25])[NH:15][CH:16]([C:18]2[CH:23]=[CH:22][C:21]([F:24])=[CH:20][CH:19]=2)[CH3:17])[CH:13]=1)[C:7]([O:9]C)=[O:8])(=[O:3])[CH3:2].CO.O.[Li+].[OH-], predict the reaction product. The product is: [C:1]([C:4]1[CH:5]=[C:6]([CH:11]=[C:12]([C:14](=[O:25])[NH:15][CH:16]([C:18]2[CH:19]=[CH:20][C:21]([F:24])=[CH:22][CH:23]=2)[CH3:17])[CH:13]=1)[C:7]([OH:9])=[O:8])(=[O:3])[CH3:2]. (3) Given the reactants [H-].[Na+].FC(F)(F)C1C=CNN=1.[CH3:12][C:13]1[NH:17][N:16]=[C:15]([C:18]([F:21])([F:20])[F:19])[CH:14]=1.CS([C:26]1[C:31]([C:32]2[CH:33]=[C:34](/[CH:38]=[CH:39]/[C:40]([O:42][CH2:43][CH3:44])=[O:41])[CH:35]=[CH:36][CH:37]=2)=[CH:30][N:29]=[C:28]([NH:45][C:46]2[CH:51]=[CH:50][CH:49]=[C:48]([S:52]([CH3:55])(=[O:54])=[O:53])[CH:47]=2)[N:27]=1)(=O)=O, predict the reaction product. The product is: [CH3:55][S:52]([C:48]1[CH:47]=[C:46]([NH:45][C:28]2[N:27]=[C:26]([N:17]3[C:13]([CH3:12])=[CH:14][C:15]([C:18]([F:21])([F:20])[F:19])=[N:16]3)[C:31]([C:32]3[CH:33]=[C:34](/[CH:38]=[CH:39]/[C:40]([O:42][CH2:43][CH3:44])=[O:41])[CH:35]=[CH:36][CH:37]=3)=[CH:30][N:29]=2)[CH:51]=[CH:50][CH:49]=1)(=[O:53])=[O:54]. (4) Given the reactants [NH:1]1[C:9]2[C:4](=[CH:5][CH:6]=[CH:7][CH:8]=2)[C:3]2([C:21]3[C:12](=[CH:13][C:14]4[O:19][CH2:18][CH2:17][O:16][C:15]=4[CH:20]=3)[O:11][CH2:10]2)[C:2]1=[O:22].N1C2C(=CC=CC=2)C2(COC3C=C4C(=CC2=3)CCO4)C1=O.[CH3:44][O:45][C:46]1[CH:47]=[C:48]([CH:51]=[C:52]([O:54][CH3:55])[CH:53]=1)[CH2:49]Br.BrCC1CCCCO1, predict the reaction product. The product is: [CH3:55][O:54][C:52]1[CH:51]=[C:48]([CH:47]=[C:46]([O:45][CH3:44])[CH:53]=1)[CH2:49][N:1]1[C:9]2[C:4](=[CH:5][CH:6]=[CH:7][CH:8]=2)[C:3]2([C:21]3[C:12](=[CH:13][C:14]4[O:19][CH2:18][CH2:17][O:16][C:15]=4[CH:20]=3)[O:11][CH2:10]2)[C:2]1=[O:22]. (5) Given the reactants C=C.[CH2:3]=[CH:4][CH2:5][CH2:6][CH2:7][CH3:8], predict the reaction product. The product is: [CH2:3]=[CH2:4].[CH2:3]=[CH:4][CH2:5][CH2:6][CH2:7][CH3:8].[CH2:3]=[CH:4][CH2:5][CH2:6][CH2:7][CH3:8]. (6) Given the reactants [CH3:1][C:2]([CH3:12])=[CH:3][CH2:4][C:5]1[CH:10]=[CH:9][C:8]([OH:11])=[CH:7][CH:6]=1, predict the reaction product. The product is: [CH2:4]([C@@H:5]1[CH2:6][CH2:7][C@H:8]([OH:11])[CH2:9][CH2:10]1)[CH2:3][CH:2]([CH3:12])[CH3:1].[CH2:4]([C@H:5]1[CH2:6][CH2:7][C@H:8]([OH:11])[CH2:9][CH2:10]1)[CH2:3][CH:2]([CH3:12])[CH3:1]. (7) Given the reactants Cl.[Br:2][C:3]1[N:8]=[C:7]([CH2:9][NH2:10])[CH:6]=[CH:5][CH:4]=1.Cl.CN(C)CCCN=C=NCC.ON1C2C=CC=CC=2N=N1.C(N(C(C)C)CC)(C)C.[CH3:42][O:43][CH2:44][C:45](O)=[O:46].C(O)(C(F)(F)F)=O, predict the reaction product. The product is: [Br:2][C:3]1[N:8]=[C:7]([CH2:9][NH:10][C:45](=[O:46])[CH2:44][O:43][CH3:42])[CH:6]=[CH:5][CH:4]=1.